The task is: Predict the reactants needed to synthesize the given product.. This data is from Full USPTO retrosynthesis dataset with 1.9M reactions from patents (1976-2016). (1) The reactants are: [CH:1]([C:4]1[CH:10]=[CH:9][CH:8]=[C:7]([CH:11]([CH3:13])[CH3:12])[C:5]=1[NH2:6])([CH3:3])[CH3:2].C([N:16]([CH2:19][CH3:20])[CH2:17][CH3:18])C.[C:21]1([CH3:27])[CH:26]=[CH:25][CH:24]=[CH:23][CH:22]=1. Given the product [CH:11]([C:7]1[CH:8]=[CH:9][CH:10]=[C:4]([CH:1]([CH3:3])[CH3:2])[C:5]=1[NH:6][C:19](=[N:16][C:17]1[C:18]([CH:9]([CH3:10])[CH3:8])=[CH:23][CH:24]=[CH:25][C:26]=1[CH:21]([CH3:22])[CH3:27])[C:20]1[CH:7]=[CH:5][CH:4]=[CH:1][CH:2]=1)([CH3:13])[CH3:12], predict the reactants needed to synthesize it. (2) Given the product [CH3:1][C:2]1[CH:7]=[CH:6][N:5]=[C:4]([CH2:8][N:34]2[CH:35]=[CH:36][CH:37]=[C:32]([C:31]([F:39])([F:40])[F:30])[C:33]2=[O:38])[C:3]=1[CH2:10][O:11][CH:12]1[CH2:17][CH2:16][CH2:15][CH2:14][O:13]1, predict the reactants needed to synthesize it. The reactants are: [CH3:1][C:2]1[CH:7]=[CH:6][N:5]=[C:4]([CH2:8]O)[C:3]=1[CH2:10][O:11][CH:12]1[CH2:17][CH2:16][CH2:15][CH2:14][O:13]1.CCN(CC)CC.CS(Cl)(=O)=O.[F:30][C:31]([F:40])([F:39])[C:32]1[C:33]([OH:38])=[N:34][CH:35]=[CH:36][CH:37]=1. (3) Given the product [CH2:1]([NH:15][C:16]1[CH:17]=[C:18]([CH:25]=[CH:26][C:27]=1[N:28]1[CH2:29][CH2:30][CH:31]([N:34]2[C:39]3[CH:40]=[CH:41][CH:42]=[CH:43][C:38]=3[CH2:37][O:36][C:35]2=[O:44])[CH2:32][CH2:33]1)[C:19]([NH:21][CH:22]([CH3:24])[CH3:23])=[O:20])[CH3:2], predict the reactants needed to synthesize it. The reactants are: [C:1](O[BH-](OC(=O)C)OC(=O)C)(=O)[CH3:2].[Na+].[NH2:15][C:16]1[CH:17]=[C:18]([CH:25]=[CH:26][C:27]=1[N:28]1[CH2:33][CH2:32][CH:31]([N:34]2[C:39]3[CH:40]=[CH:41][CH:42]=[CH:43][C:38]=3[CH2:37][O:36][C:35]2=[O:44])[CH2:30][CH2:29]1)[C:19]([NH:21][CH:22]([CH3:24])[CH3:23])=[O:20].C(=O)C.